Dataset: Catalyst prediction with 721,799 reactions and 888 catalyst types from USPTO. Task: Predict which catalyst facilitates the given reaction. (1) Reactant: [Cl-].O[NH3+:3].[C:4](=[O:7])([O-])[OH:5].[Na+].CS(C)=O.[Si]([O:20][CH2:21][C:22]([CH3:58])([CH3:57])[O:23][C:24]1[CH:29]=[CH:28][C:27]([C:30]2[C:35](=[O:36])[N:34]([CH2:37][C:38]3[CH:43]=[CH:42][C:41]([C:44]4[C:45]([C:50]#[N:51])=[CH:46][CH:47]=[CH:48][CH:49]=4)=[CH:40][CH:39]=3)[C:33]([CH2:52][CH2:53][CH3:54])=[N:32][C:31]=2[CH2:55][CH3:56])=[CH:26][CH:25]=1)(C(C)(C)C)(C)C. Product: [CH2:55]([C:31]1[N:32]=[C:33]([CH2:52][CH2:53][CH3:54])[N:34]([CH2:37][C:38]2[CH:39]=[CH:40][C:41]([C:44]3[CH:49]=[CH:48][CH:47]=[CH:46][C:45]=3[C:50]3[NH:3][C:4](=[O:7])[O:5][N:51]=3)=[CH:42][CH:43]=2)[C:35](=[O:36])[C:30]=1[C:27]1[CH:28]=[CH:29][C:24]([O:23][C:22]([CH3:58])([CH3:57])[CH2:21][OH:20])=[CH:25][CH:26]=1)[CH3:56]. The catalyst class is: 13. (2) The catalyst class is: 16. Reactant: [CH3:1][N:2]1[C:6]2[CH:7]=[C:8]([C:11](=[O:20])[CH2:12][C:13]3[CH:18]=[CH:17][CH:16]=[C:15]([CH3:19])[N:14]=3)[CH:9]=[CH:10][C:5]=2[N:4]=[N:3]1.Br.O.C(=O)([O-])[OH:24].[Na+]. Product: [CH3:1][N:2]1[C:6]2[CH:7]=[C:8]([C:11](=[O:20])[C:12]([C:13]3[CH:18]=[CH:17][CH:16]=[C:15]([CH3:19])[N:14]=3)=[O:24])[CH:9]=[CH:10][C:5]=2[N:4]=[N:3]1. (3) Reactant: [CH3:1][C@@H:2]1[CH2:7][CH2:6][N:5]([C:8]([O:10][C:11]([CH3:14])([CH3:13])[CH3:12])=[O:9])[CH2:4][C@@H:3]1[C:15]1[N:19]2[C:20]3[CH:26]=[CH:25][N:24](S(C4C=CC(C)=CC=4)(=O)=O)[C:21]=3[N:22]=[CH:23][C:18]2=[CH:17][N:16]=1.[OH-].[Na+].Cl. Product: [C:15]1([C@@H:3]2[C@H:2]([CH3:1])[CH2:7][CH2:6][N:5]([C:8]([O:10][C:11]([CH3:12])([CH3:14])[CH3:13])=[O:9])[CH2:4]2)[N:19]2[C:20]3[CH:26]=[CH:25][NH:24][C:21]=3[N:22]=[CH:23][C:18]2=[CH:17][N:16]=1. The catalyst class is: 12. (4) Reactant: [F:1][C:2]1[N:10]=[C:9]2[C:5]([N:6]=[C:7]([CH2:11][C:12]3[C:20]([I:21])=[CH:19][C:15]4[O:16][CH2:17][O:18][C:14]=4[CH:13]=3)[NH:8]2)=[C:4]([NH2:22])[N:3]=1.C1C=CC(COC(/N=N/C(OCC2C=CC=CC=2)=O)=O)=CC=1.C1(P(C2C=CC=CC=2)C2C=CC=CC=2)C=CC=CC=1.[CH:64]([N:67]([CH2:71][CH2:72][CH2:73][CH2:74][O:75][C:76]([C:89]1[CH:94]=[CH:93][CH:92]=[CH:91][CH:90]=1)([C:83]1[CH:88]=[CH:87][CH:86]=[CH:85][CH:84]=1)[C:77]1[CH:82]=[CH:81][CH:80]=[CH:79][CH:78]=1)[CH2:68][CH2:69]O)([CH3:66])[CH3:65]. Product: [F:1][C:2]1[N:10]=[C:9]2[C:5]([N:6]=[C:7]([CH2:11][C:12]3[C:20]([I:21])=[CH:19][C:15]4[O:16][CH2:17][O:18][C:14]=4[CH:13]=3)[N:8]2[CH2:69][CH2:68][N:67]([CH:64]([CH3:65])[CH3:66])[CH2:71][CH2:72][CH2:73][CH2:74][O:75][C:76]([C:89]2[CH:94]=[CH:93][CH:92]=[CH:91][CH:90]=2)([C:83]2[CH:84]=[CH:85][CH:86]=[CH:87][CH:88]=2)[C:77]2[CH:78]=[CH:79][CH:80]=[CH:81][CH:82]=2)=[C:4]([NH2:22])[N:3]=1. The catalyst class is: 390. (5) Reactant: [N+:1]([C:4]1[CH:5]=[C:6]([N:10]2[CH2:15][CH2:14][N:13]([C:16]([O:18][C:19]([CH3:22])([CH3:21])[CH3:20])=[O:17])[CH2:12][CH2:11]2)[CH:7]=[CH:8][CH:9]=1)([O-])=O.C1COCC1.CCO.O.O.Cl[Sn]Cl. Product: [NH2:1][C:4]1[CH:5]=[C:6]([N:10]2[CH2:15][CH2:14][N:13]([C:16]([O:18][C:19]([CH3:22])([CH3:21])[CH3:20])=[O:17])[CH2:12][CH2:11]2)[CH:7]=[CH:8][CH:9]=1. The catalyst class is: 14.